Task: Predict the reaction yield, written as a fraction of the theoretical maximum amount of product (1.0 means a 100% yield; for example, 0.34 means a 34% yield).. Dataset: Reaction yield outcomes from USPTO patents with 853,638 reactions (1) The reactants are F[C:2]1[CH:7]=[CH:6][C:5]([N+:8]([O-:10])=[O:9])=[CH:4][CH:3]=1.[SH:11][C:12]1[S:13][CH:14]=[CH:15][N:16]=1. The yield is 0.770. The product is [S:13]1[CH:14]=[CH:15][N:16]=[C:12]1[S:11][C:2]1[CH:7]=[CH:6][C:5]([N+:8]([O-:10])=[O:9])=[CH:4][CH:3]=1. No catalyst specified. (2) The reactants are [CH2:1]([O:8][C:9]1[CH:31]=[CH:30][C:29]([C:32](=O)[CH2:33]Br)=[CH:28][C:10]=1[C:11]([NH:13][C:14]1[CH:19]=[C:18]([C:20]([F:23])([F:22])[F:21])[CH:17]=[C:16]([C:24]([F:27])([F:26])[F:25])[CH:15]=1)=[O:12])[C:2]1[CH:7]=[CH:6][CH:5]=[CH:4][CH:3]=1.[C:36]([NH2:39])(=[S:38])[CH3:37].C(=O)([O-])O.[Na+].C(O)C. The catalyst is O. The product is [CH2:1]([O:8][C:9]1[CH:31]=[CH:30][C:29]([C:32]2[N:39]=[C:36]([CH3:37])[S:38][CH:33]=2)=[CH:28][C:10]=1[C:11]([NH:13][C:14]1[CH:19]=[C:18]([C:20]([F:22])([F:23])[F:21])[CH:17]=[C:16]([C:24]([F:27])([F:25])[F:26])[CH:15]=1)=[O:12])[C:2]1[CH:7]=[CH:6][CH:5]=[CH:4][CH:3]=1. The yield is 0.675. (3) The reactants are [OH:1][CH:2]([CH2:31][OH:32])[CH2:3][C:4]1[C:5]([OH:30])=[C:6]([C:20]([O:22]CC2C=CC=CC=2)=[O:21])[C:7](=[O:19])[NH:8][C:9]=1[C:10]1[CH:15]=[CH:14][C:13]([N:16]([CH3:18])[CH3:17])=[CH:12][CH:11]=1. The catalyst is C1COCC1.[Pd]. The product is [OH:1][CH:2]([CH2:31][OH:32])[CH2:3][C:4]1[C:5]([OH:30])=[C:6]([C:20]([OH:22])=[O:21])[C:7](=[O:19])[NH:8][C:9]=1[C:10]1[CH:11]=[CH:12][C:13]([N:16]([CH3:18])[CH3:17])=[CH:14][CH:15]=1. The yield is 0.950. (4) The reactants are [NH2:1][C@@H:2]([CH2:13][CH2:14][O:15][CH:16]([F:18])[F:17])[C:3]([O:5][CH2:6][C:7]1[CH:12]=[CH:11][CH:10]=[CH:9][CH:8]=1)=[O:4].[CH3:19][O:20][C:21](Cl)=[O:22]. The catalyst is ClCCl. The product is [F:18][CH:16]([F:17])[O:15][CH2:14][CH2:13][C@H:2]([NH:1][C:21]([O:20][CH3:19])=[O:22])[C:3]([O:5][CH2:6][C:7]1[CH:12]=[CH:11][CH:10]=[CH:9][CH:8]=1)=[O:4]. The yield is 0.400. (5) The reactants are [S:1]([N:11]1[CH2:16][CH2:15][N:14]2[CH:17]=[CH:18][CH:19]=[C:13]2[CH:12]1[CH2:20][C:21]([OH:23])=O)([C:4]1[CH:10]=[CH:9][C:7]([CH3:8])=[CH:6][CH:5]=1)(=[O:3])=[O:2].CCN(C(C)C)C(C)C.CN(C(ON1N=NC2C=CC=NC1=2)=[N+](C)C)C.F[P-](F)(F)(F)(F)F.[F:57][C:58]([F:74])([F:73])[CH2:59][NH:60][CH2:61][C:62]1[CH:63]=[C:64]2[C:69](=[CH:70][CH:71]=1)[C@H:68]([NH2:72])[CH2:67][CH2:66][CH2:65]2. The catalyst is C1COCC1. The product is [S:1]([N:11]1[CH2:16][CH2:15][N:14]2[CH:17]=[CH:18][CH:19]=[C:13]2[CH:12]1[CH2:20][C:21]([NH:72][C@H:68]1[C:69]2[C:64](=[CH:63][C:62]([CH2:61][NH:60][CH2:59][C:58]([F:57])([F:73])[F:74])=[CH:71][CH:70]=2)[CH2:65][CH2:66][CH2:67]1)=[O:23])([C:4]1[CH:10]=[CH:9][C:7]([CH3:8])=[CH:6][CH:5]=1)(=[O:2])=[O:3]. The yield is 0.220.